Task: Predict the reaction yield, written as a fraction of the theoretical maximum amount of product (1.0 means a 100% yield; for example, 0.34 means a 34% yield).. Dataset: Reaction yield outcomes from USPTO patents with 853,638 reactions (1) The reactants are [CH3:1][O:2][C:3]1[CH:12]=[C:11]2[C:6]([CH2:7][CH2:8][C:9](=[O:15])[C:10]2([CH3:14])[CH3:13])=[CH:5][CH:4]=1.Br[C:17]1[CH:18]=[N:19][CH:20]=[CH:21][C:22]=1Cl.CC(C)([O-])C.[Na+].COC1C=CC=C(OC)C=1C1C=CC=CC=1P(C1CCCCC1)C1CCCCC1. The catalyst is C(OCC)(=O)C.C1C=CC(/C=C/C(/C=C/C2C=CC=CC=2)=O)=CC=1.C1C=CC(/C=C/C(/C=C/C2C=CC=CC=2)=O)=CC=1.C1C=CC(/C=C/C(/C=C/C2C=CC=CC=2)=O)=CC=1.[Pd].[Pd].C1(C)C=CC=CC=1. The product is [CH3:1][O:2][C:3]1[CH:4]=[CH:5][C:6]2[CH2:7][C:8]3[C:21]4[CH:20]=[N:19][CH:18]=[CH:17][C:22]=4[O:15][C:9]=3[C:10]([CH3:13])([CH3:14])[C:11]=2[CH:12]=1. The yield is 0.0400. (2) The reactants are C(=O)([O-])[O-].[Na+].[Na+].[OH-].[Na+].[NH2:9][C@H:10]([C:14]([OH:16])=[O:15])[CH:11]([CH3:13])[CH3:12].Cl[C:18]([O:20][CH3:21])=[O:19]. The catalyst is O. The product is [CH3:21][O:20][C:18]([NH:9][C@@H:10]([CH:11]([CH3:13])[CH3:12])[C:14]([OH:16])=[O:15])=[O:19]. The yield is 0.860. (3) The reactants are COC1C=CC(C[N:8](CC2C=CC(OC)=CC=2)[C:9]2[N:14]=[C:13]([C:15]3[C:16]([NH:32][C:33]4[CH:34]=[N:35][C:36]([O:39][CH3:40])=[CH:37][CH:38]=4)=[N:17][CH:18]=[C:19]([CH2:21][CH:22]4[CH2:27][CH2:26][N:25]([S:28]([CH3:31])(=[O:30])=[O:29])[CH2:24][CH2:23]4)[CH:20]=3)[N:12]=[C:11]([CH3:41])[N:10]=2)=CC=1.C(O)(C(F)(F)F)=O. The catalyst is CS(O)(=O)=O. The product is [CH3:40][O:39][C:36]1[N:35]=[CH:34][C:33]([NH:32][C:16]2[C:15]([C:13]3[N:12]=[C:11]([CH3:41])[N:10]=[C:9]([NH2:8])[N:14]=3)=[CH:20][C:19]([CH2:21][CH:22]3[CH2:27][CH2:26][N:25]([S:28]([CH3:31])(=[O:30])=[O:29])[CH2:24][CH2:23]3)=[CH:18][N:17]=2)=[CH:38][CH:37]=1. The yield is 0.685. (4) The reactants are C1(C)C=CC=CC=1.[CH3:8][O:9][C:10]1[CH:15]=[C:14]([O:16][CH3:17])[N:13]=[C:12]([CH2:18][C:19](=O)[CH3:20])[N:11]=1.Cl.[Cl:23][C:24]1[CH:29]=[CH:28][C:27]([NH:30]N)=[CH:26][CH:25]=1.C(OCC)(=O)C. The catalyst is [Cl-].[Zn+2].[Cl-].O. The product is [Cl:23][C:24]1[CH:29]=[C:28]2[C:27](=[CH:26][CH:25]=1)[NH:30][C:19]([CH3:20])=[C:18]2[C:12]1[N:13]=[C:14]([O:16][CH3:17])[CH:15]=[C:10]([O:9][CH3:8])[N:11]=1. The yield is 0.840.